From a dataset of Peptide-MHC class II binding affinity with 134,281 pairs from IEDB. Regression. Given a peptide amino acid sequence and an MHC pseudo amino acid sequence, predict their binding affinity value. This is MHC class II binding data. (1) The peptide sequence is EVYEARLTKFKYLAG. The MHC is DRB1_0701 with pseudo-sequence DRB1_0701. The binding affinity (normalized) is 0.400. (2) The peptide sequence is ARARRAALAAAGASR. The MHC is DRB1_1101 with pseudo-sequence DRB1_1101. The binding affinity (normalized) is 0.219. (3) The peptide sequence is IHIPSEKIWRPDLV. The MHC is DRB1_0301 with pseudo-sequence DRB1_0301. The binding affinity (normalized) is 0. (4) The peptide sequence is TATAAVGAATGAATA. The MHC is DRB1_1302 with pseudo-sequence DRB1_1302. The binding affinity (normalized) is 0. (5) The binding affinity (normalized) is 0.710. The MHC is DRB1_0405 with pseudo-sequence DRB1_0405. The peptide sequence is DFILATDIAEMGANL. (6) The peptide sequence is APTGATTAAAGGYKV. The MHC is DRB1_0802 with pseudo-sequence DRB1_0802. The binding affinity (normalized) is 0.0757.